This data is from CYP2D6 inhibition data for predicting drug metabolism from PubChem BioAssay. The task is: Regression/Classification. Given a drug SMILES string, predict its absorption, distribution, metabolism, or excretion properties. Task type varies by dataset: regression for continuous measurements (e.g., permeability, clearance, half-life) or binary classification for categorical outcomes (e.g., BBB penetration, CYP inhibition). Dataset: cyp2d6_veith. (1) The result is 1 (inhibitor). The compound is Cc1cccc(CNc2cc(-c3ccoc3)ncn2)c1. (2) The compound is CN1CC[C@@]2(CCCN(C(=O)c3cccn3C)C2)C1. The result is 0 (non-inhibitor).